This data is from Catalyst prediction with 721,799 reactions and 888 catalyst types from USPTO. The task is: Predict which catalyst facilitates the given reaction. (1) Reactant: [CH3:1][C:2]([O:4][C@H:5]1[C:15](=[O:16])[N:14]([CH2:17][CH2:18][N:19]([CH3:21])[CH3:20])[C:13]2[CH:12]=[CH:11][CH:10]=[CH:9][C:8]=2[S:7][C@H:6]1[C:22]1[CH:23]=[CH:24][C:25]([O:28][CH3:29])=[CH:26][CH:27]=1)=[O:3].Cl. Product: [CH3:1][C:2]([O:4][C@H:5]1[C:15](=[O:16])[N:14]([CH2:17][CH2:18][N:19]([CH3:21])[CH3:20])[C:13]2[CH:12]=[CH:11][CH:10]=[CH:9][C:8]=2[S:7][C@H:6]1[C:22]1[CH:23]=[CH:24][C:25]([O:28][CH3:29])=[CH:26][CH:27]=1)=[O:3]. The catalyst class is: 6. (2) Product: [C:38]([O:42][C:43]([N:45]1[CH2:26][CH2:27][N:22]([CH2:21][CH2:20][CH2:19][NH:18][C:10]2[N:9]=[C:8]([C:5]3[CH:6]=[CH:7][C:2]([Cl:1])=[CH:3][CH:4]=3)[C:17]3[C:12](=[CH:13][CH:14]=[CH:15][CH:16]=3)[N:11]=2)[CH2:47][CH2:46]1)=[O:44])([CH3:41])([CH3:40])[CH3:39]. Reactant: [Cl:1][C:2]1[CH:7]=[CH:6][C:5]([C:8]2[C:17]3[C:12](=[CH:13][CH:14]=[CH:15][CH:16]=3)[N:11]=[C:10]([NH:18][CH2:19][CH2:20][CH2:21][N:22]3[CH2:27][CH2:26]C(C4C=C(NC(=O)C)C=CC=4)CC3)[N:9]=2)=[CH:4][CH:3]=1.[C:38]([O:42][C:43]([N:45]1CCN(CCCN)[CH2:47][CH2:46]1)=[O:44])([CH3:41])([CH3:40])[CH3:39]. The catalyst class is: 8.